From a dataset of Forward reaction prediction with 1.9M reactions from USPTO patents (1976-2016). Predict the product of the given reaction. (1) Given the reactants [CH3:1][O:2][C:3]1[C:8]([CH3:9])=[CH:7][C:6]([C:10](=O)[CH3:11])=[C:5]([CH3:13])[CH:4]=1.[Cl-].[NH2:15][OH:16], predict the reaction product. The product is: [CH3:1][O:2][C:3]1[C:8]([CH3:9])=[CH:7][C:6](/[C:10](=[N:15]/[OH:16])/[CH3:11])=[C:5]([CH3:13])[CH:4]=1. (2) Given the reactants [Na].Br[C:3]1[N:4]([CH:18]2[CH2:23][CH2:22][CH2:21][CH2:20][O:19]2)[C:5]2[C:10]([N:11]=1)=[C:9]([NH2:12])[N:8]=[C:7]([O:13][CH2:14][CH2:15][CH2:16][CH3:17])[N:6]=2.[CH3:24][OH:25], predict the reaction product. The product is: [CH2:14]([O:13][C:7]1[N:6]=[C:5]2[C:10]([N:11]=[C:3]([O:25][CH3:24])[N:4]2[CH:18]2[CH2:23][CH2:22][CH2:21][CH2:20][O:19]2)=[C:9]([NH2:12])[N:8]=1)[CH2:15][CH2:16][CH3:17]. (3) Given the reactants O=[CH:2][CH2:3][CH2:4][CH2:5][CH2:6][C:7]([O:9][CH2:10][CH3:11])=[O:8].Cl.[CH3:13][O:14][C:15]1[CH:20]=[CH:19][C:18]([NH:21]N)=[CH:17][CH:16]=1, predict the reaction product. The product is: [CH3:13][O:14][C:15]1[CH:20]=[C:19]2[C:18](=[CH:17][CH:16]=1)[NH:21][CH:2]=[C:3]2[CH2:4][CH2:5][CH2:6][C:7]([O:9][CH2:10][CH3:11])=[O:8]. (4) Given the reactants [C:1]([O:5][C:6]([N:8]1[CH2:13][CH2:12][CH:11]([C:14](=[NH:17])[NH:15]O)[CH2:10][CH2:9]1)=[O:7])([CH3:4])([CH3:3])[CH3:2].C(O)(=O)C.[H][H], predict the reaction product. The product is: [C:1]([O:5][C:6]([N:8]1[CH2:13][CH2:12][CH:11]([C:14](=[NH:15])[NH2:17])[CH2:10][CH2:9]1)=[O:7])([CH3:4])([CH3:2])[CH3:3]. (5) The product is: [OH:8][C:9]1[CH:36]=[CH:35][C:34]([C:37]2[CH:42]=[N:41][CH:40]=[N:39][CH:38]=2)=[CH:33][C:10]=1[C:11]([NH:13][C:14]1[CH:26]=[C:25]([C:27]2[CH:32]=[CH:31][CH:30]=[CH:29][CH:28]=2)[CH:24]=[CH:23][C:15]=1[C:16]([O:18][C:19]([CH3:22])([CH3:21])[CH3:20])=[O:17])=[O:12]. Given the reactants C([O:8][C:9]1[CH:36]=[CH:35][C:34]([C:37]2[CH:38]=[N:39][CH:40]=[N:41][CH:42]=2)=[CH:33][C:10]=1[C:11]([NH:13][C:14]1[CH:26]=[C:25]([C:27]2[CH:32]=[CH:31][CH:30]=[CH:29][CH:28]=2)[CH:24]=[CH:23][C:15]=1[C:16]([O:18][C:19]([CH3:22])([CH3:21])[CH3:20])=[O:17])=[O:12])C1C=CC=CC=1.O1CCOCC1, predict the reaction product. (6) Given the reactants N(C(OC(C)C)=O)=NC(OC(C)C)=O.[CH3:15][Si:16]([CH3:22])([CH3:21])[CH2:17][CH2:18][CH2:19][OH:20].[Cl:23][C:24]1[CH:29]=[C:28]([N+:30]([O-:32])=[O:31])[C:27]([Cl:33])=[CH:26][C:25]=1O.C1(P(C2C=CC=CC=2)C2C=CC=CC=2)C=CC=CC=1, predict the reaction product. The product is: [Cl:23][C:24]1[CH:29]=[C:28]([N+:30]([O-:32])=[O:31])[C:27]([Cl:33])=[CH:26][C:25]=1[O:20][CH2:19][CH2:18][CH2:17][Si:16]([CH3:22])([CH3:21])[CH3:15]. (7) Given the reactants [CH2:1]([N:8]1[CH2:15][CH:14]2[O:16][CH:10]([CH2:11][N:12]([C:17]([O:19][C:20]([CH3:23])([CH3:22])[CH3:21])=[O:18])[CH2:13]2)[CH2:9]1)[C:2]1[CH:7]=[CH:6][CH:5]=[CH:4][CH:3]=1.N#N.[ClH:26], predict the reaction product. The product is: [ClH:26].[CH2:1]([N:8]1[CH2:9][CH:10]2[O:16][CH:14]([CH2:13][N:12]([C:17]([O:19][C:20]([CH3:23])([CH3:22])[CH3:21])=[O:18])[CH2:11]2)[CH2:15]1)[C:2]1[CH:3]=[CH:4][CH:5]=[CH:6][CH:7]=1. (8) Given the reactants [NH4+:1].[OH-].[C:3]([O:7][C:8]([NH:10][C:11]1[S:12][CH:13]=[C:14](/[C:16](=[N:37]/[O:38][C:39]2([C:42]([O:44][CH:45]([C:52]3[CH:57]=[CH:56][CH:55]=[CH:54][CH:53]=3)[C:46]3[CH:51]=[CH:50][CH:49]=[CH:48][CH:47]=3)=[O:43])[CH2:41][CH2:40]2)/[C:17]([NH:19][C@@H:20]2[C:23](=[O:24])[NH:22][C@@H:21]2[CH2:25][N:26]2[N:30]=[C:29]([CH2:31]OS(C)(=O)=O)[CH:28]=[N:27]2)=[O:18])[N:15]=1)=[O:9])([CH3:6])([CH3:5])[CH3:4], predict the reaction product. The product is: [NH2:1][CH2:31][C:29]1[CH:28]=[N:27][N:26]([CH2:25][C@@H:21]2[C@H:20]([NH:19][C:17](=[O:18])/[C:16](=[N:37]\[O:38][C:39]3([C:42]([O:44][CH:45]([C:52]4[CH:57]=[CH:56][CH:55]=[CH:54][CH:53]=4)[C:46]4[CH:51]=[CH:50][CH:49]=[CH:48][CH:47]=4)=[O:43])[CH2:41][CH2:40]3)/[C:14]3[N:15]=[C:11]([NH:10][C:8]([O:7][C:3]([CH3:5])([CH3:4])[CH3:6])=[O:9])[S:12][CH:13]=3)[C:23](=[O:24])[NH:22]2)[N:30]=1. (9) Given the reactants [CH2:1]([N:4]1[C:12](=[O:13])[C:11]2[N:10]([CH2:14][O:15][CH2:16][CH2:17][Si:18]([CH3:21])([CH3:20])[CH3:19])[C:9]([C:22]3[CH:23]=[N:24][NH:25][CH:26]=3)=[N:8][C:7]=2[N:6]([CH2:27][O:28][CH2:29][CH2:30][Si:31]([CH3:34])([CH3:33])[CH3:32])[C:5]1=[O:35])[CH2:2][CH3:3].Br[CH2:37][C:38]#[C:39][C:40]1[CH:45]=[CH:44][C:43]([CH3:46])=[CH:42][CH:41]=1.C(=O)([O-])[O-].[K+].[K+], predict the reaction product. The product is: [CH2:1]([N:4]1[C:12](=[O:13])[C:11]2[N:10]([CH2:14][O:15][CH2:16][CH2:17][Si:18]([CH3:21])([CH3:20])[CH3:19])[C:9]([C:22]3[CH:23]=[N:24][N:25]([CH2:37][C:38]#[C:39][C:40]4[CH:45]=[CH:44][C:43]([CH3:46])=[CH:42][CH:41]=4)[CH:26]=3)=[N:8][C:7]=2[N:6]([CH2:27][O:28][CH2:29][CH2:30][Si:31]([CH3:33])([CH3:32])[CH3:34])[C:5]1=[O:35])[CH2:2][CH3:3]. (10) Given the reactants Cl.[NH2:2][CH2:3][C:4]([O:6][C:7]([CH3:10])([CH3:9])[CH3:8])=[O:5].F[C:12]1[CH:13]=[C:14]([C:21]2[CH:26]=[CH:25][C:24]([C:27]([F:30])([F:29])[F:28])=[CH:23][CH:22]=2)[CH:15]=[CH:16][C:17]=1[N+:18]([O-:20])=[O:19].C(N(CC)CC)C, predict the reaction product. The product is: [N+:18]([C:17]1[CH:12]=[CH:13][C:14]([C:21]2[CH:26]=[CH:25][C:24]([C:27]([F:28])([F:29])[F:30])=[CH:23][CH:22]=2)=[CH:15][C:16]=1[NH:2][CH2:3][C:4]([O:6][C:7]([CH3:10])([CH3:9])[CH3:8])=[O:5])([O-:20])=[O:19].